Dataset: Reaction yield outcomes from USPTO patents with 853,638 reactions. Task: Predict the reaction yield, written as a fraction of the theoretical maximum amount of product (1.0 means a 100% yield; for example, 0.34 means a 34% yield). (1) The reactants are [NH2:1][C:2]1[N:11]=[C:10]2[C:5]([CH2:6][CH2:7][C:8]3[C:14]([C:15]([NH2:17])=[O:16])=[C:13](I)[N:12]([CH3:19])[C:9]=32)=[CH:4][N:3]=1.[C:20]1(B(O)O)[CH:25]=[CH:24][CH:23]=[CH:22][CH:21]=1.[Li+].[Cl-].C([O-])([O-])=O.[Na+].[Na+]. The catalyst is CN(C=O)C.Cl[Pd](Cl)([P](C1C=CC=CC=1)(C1C=CC=CC=1)C1C=CC=CC=1)[P](C1C=CC=CC=1)(C1C=CC=CC=1)C1C=CC=CC=1.O. The product is [NH2:1][C:2]1[N:11]=[C:10]2[C:5]([CH2:6][CH2:7][C:8]3[C:14]([C:15]([NH2:17])=[O:16])=[C:13]([C:20]4[CH:25]=[CH:24][CH:23]=[CH:22][CH:21]=4)[N:12]([CH3:19])[C:9]=32)=[CH:4][N:3]=1. The yield is 0.740. (2) The reactants are [CH3:1][S:2](Cl)(=[O:4])=[O:3].[N+:6]([C:9]1[CH:10]=[C:11]([CH2:15][CH2:16][OH:17])[CH:12]=[CH:13][CH:14]=1)([O-:8])=[O:7].C(N(CC)CC)C. The catalyst is ClCCl.O. The product is [CH3:1][S:2]([O:17][CH2:16][CH2:15][C:11]1[CH:12]=[CH:13][CH:14]=[C:9]([N+:6]([O-:8])=[O:7])[CH:10]=1)(=[O:4])=[O:3]. The yield is 0.840. (3) The reactants are Br[C:2]1[CH:11]=[CH:10][C:9]2[C:4](=[CH:5][CH:6]=[C:7]([O:12][CH:13]3[CH2:18][CH2:17][CH:16]([C:19]([CH3:22])([CH3:21])[CH3:20])[CH2:15][CH2:14]3)[CH:8]=2)[CH:3]=1.C([Li])CCC.CCCCCC.Br[CH2:35][C:36]([O:38][CH2:39][CH3:40])=[O:37]. The catalyst is CCOCC. The product is [CH2:39]([O:38][C:36](=[O:37])[CH2:35][C:2]1[CH:11]=[CH:10][C:9]2[C:4](=[CH:5][CH:6]=[C:7]([O:12][CH:13]3[CH2:18][CH2:17][CH:16]([C:19]([CH3:22])([CH3:21])[CH3:20])[CH2:15][CH2:14]3)[CH:8]=2)[CH:3]=1)[CH3:40]. The yield is 0.220.